The task is: Binary Classification. Given a T-cell receptor sequence (or CDR3 region) and an epitope sequence, predict whether binding occurs between them.. This data is from TCR-epitope binding with 47,182 pairs between 192 epitopes and 23,139 TCRs. The epitope is IVDTVSALV. The TCR CDR3 sequence is CASSMGLAENTGELFF. Result: 0 (the TCR does not bind to the epitope).